Dataset: Forward reaction prediction with 1.9M reactions from USPTO patents (1976-2016). Task: Predict the product of the given reaction. Given the reactants [NH2:1][C:2]1[CH:3]=[C:4]([CH2:14][OH:15])[CH:5]=[C:6]([C:8]2[CH:9]=[N:10][N:11]([CH3:13])[CH:12]=2)[CH:7]=1.Cl[C:17]1[N:26]=[CH:25][C:24]2[C:19](=[CH:20][CH:21]=[C:22]([Br:27])[CH:23]=2)[N:18]=1, predict the reaction product. The product is: [Br:27][C:22]1[CH:23]=[C:24]2[C:19](=[CH:20][CH:21]=1)[N:18]=[C:17]([NH:1][C:2]1[CH:3]=[C:4]([CH2:14][OH:15])[CH:5]=[C:6]([C:8]3[CH:9]=[N:10][N:11]([CH3:13])[CH:12]=3)[CH:7]=1)[N:26]=[CH:25]2.